The task is: Binary Classification. Given a drug SMILES string, predict its activity (active/inactive) in a high-throughput screening assay against a specified biological target.. This data is from Cav3 T-type calcium channel HTS with 100,875 compounds. (1) The molecule is Clc1ccc(C2NC(=O)NC(CN3CCC(CC3)C)=C2C(OCC)=O)cc1. The result is 0 (inactive). (2) The compound is FC(F)(F)c1cc(Oc2nc(nnc2C(F)(F)F)c2ccccc2)ccc1. The result is 0 (inactive). (3) The drug is O1C(C(O)C=C(CC(O)C)C1=O)C. The result is 0 (inactive). (4) The drug is Clc1c(Cn2nc(c(NC(=O)c3noc(c4cc(OC)c(OC)cc4)c3)c2C)C)cccc1. The result is 0 (inactive).